From a dataset of Peptide-MHC class II binding affinity with 134,281 pairs from IEDB. Regression. Given a peptide amino acid sequence and an MHC pseudo amino acid sequence, predict their binding affinity value. This is MHC class II binding data. (1) The peptide sequence is RNSRWSSPDNVKPLY. The MHC is DRB1_0405 with pseudo-sequence DRB1_0405. The binding affinity (normalized) is 0.376. (2) The peptide sequence is TARLNSLGEAWTGGG. The MHC is HLA-DQA10102-DQB10602 with pseudo-sequence HLA-DQA10102-DQB10602. The binding affinity (normalized) is 0.330.